Dataset: TCR-epitope binding with 47,182 pairs between 192 epitopes and 23,139 TCRs. Task: Binary Classification. Given a T-cell receptor sequence (or CDR3 region) and an epitope sequence, predict whether binding occurs between them. The epitope is QARQMVQAMRTIGTHP. The TCR CDR3 sequence is CASSVQGGNTEAFF. Result: 1 (the TCR binds to the epitope).